Predict which catalyst facilitates the given reaction. From a dataset of Catalyst prediction with 721,799 reactions and 888 catalyst types from USPTO. (1) Reactant: I[C:2]1[C:6]([C:7]2[CH:12]=[CH:11][N:10]=[C:9]([S:13][CH3:14])[N:8]=2)=[CH:5][N:4]([CH:15]2[CH2:20][CH2:19][CH2:18][CH2:17][O:16]2)[N:3]=1.CC1(C)C(C)(C)OB([C:29]2[CH:30]=[C:31]3[CH:37]=[CH:36][NH:35][C:32]3=[N:33][CH:34]=2)O1.C(=O)([O-])[O-].[Na+].[Na+]. Product: [CH3:14][S:13][C:9]1[N:8]=[C:7]([C:6]2[C:2]([C:29]3[CH:30]=[C:31]4[CH:37]=[CH:36][NH:35][C:32]4=[N:33][CH:34]=3)=[N:3][N:4]([CH:15]3[CH2:20][CH2:19][CH2:18][CH2:17][O:16]3)[CH:5]=2)[CH:12]=[CH:11][N:10]=1. The catalyst class is: 3. (2) Reactant: C(=O)([O-])[O-].[K+].[K+].[CH2:7](Br)[C:8]1[CH:13]=[CH:12][CH:11]=[CH:10][CH:9]=1.Cl.[F:16][C:17]1[CH:22]=[C:21]([N+:23]([O-:25])=[O:24])[CH:20]=[CH:19][C:18]=1[N:26]1[CH2:32][CH2:31][CH2:30][NH:29][CH2:28][CH2:27]1.O. Product: [CH2:7]([N:29]1[CH2:30][CH2:31][CH2:32][N:26]([C:18]2[CH:19]=[CH:20][C:21]([N+:23]([O-:25])=[O:24])=[CH:22][C:17]=2[F:16])[CH2:27][CH2:28]1)[C:8]1[CH:13]=[CH:12][CH:11]=[CH:10][CH:9]=1. The catalyst class is: 9. (3) Reactant: [H-].[Na+].[O:3]1[CH2:7][CH:6]([OH:8])[CH:5]2[O:9][CH2:10][CH:11]([OH:12])[CH:4]12.Br[CH2:14][C:15]1[CH:20]=[CH:19][CH:18]=[CH:17][CH:16]=1. Product: [CH2:14]([O:8][CH:6]1[CH:5]2[O:9][CH2:10][CH:11]([OH:12])[CH:4]2[O:3][CH2:7]1)[C:15]1[CH:20]=[CH:19][CH:18]=[CH:17][CH:16]=1. The catalyst class is: 3.